This data is from Full USPTO retrosynthesis dataset with 1.9M reactions from patents (1976-2016). The task is: Predict the reactants needed to synthesize the given product. (1) Given the product [F:1][C:2]([F:15])([F:16])[C:3]([C:5]1[CH:6]=[C:7]([C:11]([F:12])([F:13])[F:14])[CH:8]=[C:9]([I:22])[CH:10]=1)=[O:4], predict the reactants needed to synthesize it. The reactants are: [F:1][C:2]([F:16])([F:15])[C:3]([C:5]1[CH:10]=[CH:9][CH:8]=[C:7]([C:11]([F:14])([F:13])[F:12])[CH:6]=1)=[O:4].S(=O)(=O)(O)O.[I:22]I. (2) Given the product [NH:5]1[C:13]2[C:8](=[CH:9][C:10]([CH:14]([C:22]3[CH:23]=[CH:24][CH:25]=[CH:26][CH:27]=3)[C:15]([CH3:21])([CH3:20])[C:16]([OH:18])=[O:17])=[CH:11][CH:12]=2)[CH:7]=[CH:6]1, predict the reactants needed to synthesize it. The reactants are: CN(C)C([N:5]1[C:13]2[C:8](=[CH:9][C:10]([CH:14]([C:22]3[CH:27]=[CH:26][CH:25]=[CH:24][CH:23]=3)[C:15]([CH3:21])([CH3:20])[C:16]([O:18]C)=[O:17])=[CH:11][CH:12]=2)[CH:7]=[CH:6]1)=O.[OH-].[Na+].CO.